This data is from Forward reaction prediction with 1.9M reactions from USPTO patents (1976-2016). The task is: Predict the product of the given reaction. The product is: [Cl:20][C:17]1[CH:18]=[CH:19][C:14]([C@@H:2]2[C@@H:26]3[C:25](=[O:21])[C@H:24]([CH:23]=[CH:22]3)[N:5]([O:6][CH2:7][C:8]3[CH:13]=[CH:12][CH:11]=[CH:10][CH:9]=3)[C:3]2=[O:4])=[CH:15][CH:16]=1. Given the reactants Cl[CH:2]([C:14]1[CH:19]=[CH:18][C:17]([Cl:20])=[CH:16][CH:15]=1)[C:3]([NH:5][O:6][CH2:7][C:8]1[CH:13]=[CH:12][CH:11]=[CH:10][CH:9]=1)=[O:4].[O:21]1[CH:25]=[CH:24][CH:23]=[CH:22]1.[CH3:26]COC(C)=O, predict the reaction product.